Dataset: Catalyst prediction with 721,799 reactions and 888 catalyst types from USPTO. Task: Predict which catalyst facilitates the given reaction. (1) Reactant: [CH3:1][O:2][C:3]([C:5]1[C@@H:6]([C:23]2[CH:28]=[CH:27][C:26]([C:29]#[N:30])=[CH:25][C:24]=2[Br:31])[NH:7][C:8](=S)[N:9]([C:12]2[CH:17]=[CH:16][CH:15]=[C:14]([C:18]([F:21])([F:20])[F:19])[CH:13]=2)[C:10]=1[CH3:11])=[O:4].N1C(C)=CC=CC=1C.ClC(Cl)(O[C:44](=[O:50])OC(Cl)(Cl)Cl)Cl.[NH2:52][NH2:53]. Product: [CH3:1][O:2][C:3]([C:5]1[C@@H:6]([C:23]2[CH:28]=[CH:27][C:26]([C:29]#[N:30])=[CH:25][C:24]=2[Br:31])[N:7]2[C:44](=[O:50])[NH:52][N:53]=[C:8]2[N:9]([C:12]2[CH:17]=[CH:16][CH:15]=[C:14]([C:18]([F:21])([F:20])[F:19])[CH:13]=2)[C:10]=1[CH3:11])=[O:4]. The catalyst class is: 759. (2) Reactant: [F:1][C:2]([F:14])([F:13])[C:3]1[CH:8]=[CH:7][C:6]([C:9](=[O:12])[CH2:10][CH3:11])=[CH:5][CH:4]=1.[Br:15]Br. Product: [Br:15][CH:10]([CH3:11])[C:9]([C:6]1[CH:5]=[CH:4][C:3]([C:2]([F:13])([F:14])[F:1])=[CH:8][CH:7]=1)=[O:12]. The catalyst class is: 15. (3) Product: [ClH:19].[CH3:1][O:2][C:3](=[O:16])[C:4]1[CH:9]=[CH:8][CH:7]=[C:6]([CH2:10][NH2:11])[C:5]=1[C:12]([O:14][CH3:15])=[O:13]. Reactant: [CH3:1][O:2][C:3](=[O:16])[C:4]1[CH:9]=[CH:8][CH:7]=[C:6]([C:10]#[N:11])[C:5]=1[C:12]([O:14][CH3:15])=[O:13].[H][H].[ClH:19]. The catalyst class is: 19. (4) Reactant: O=C1C2C(=CC=CC=2)C(=O)[N:3]1[CH2:12][C@@H:13]([NH:25][C:26]([C:28]1[S:29][C:30]([CH2:39][CH3:40])=[C:31]([C:33]2[N:37]([CH3:38])[N:36]=[CH:35][CH:34]=2)[CH:32]=1)=[O:27])[CH2:14][C:15]1[CH:20]=[CH:19][CH:18]=[CH:17][C:16]=1[C:21]([F:24])([F:23])[F:22].NN. Product: [NH2:3][CH2:12][C@@H:13]([NH:25][C:26]([C:28]1[S:29][C:30]([CH2:39][CH3:40])=[C:31]([C:33]2[N:37]([CH3:38])[N:36]=[CH:35][CH:34]=2)[CH:32]=1)=[O:27])[CH2:14][C:15]1[CH:20]=[CH:19][CH:18]=[CH:17][C:16]=1[C:21]([F:24])([F:23])[F:22]. The catalyst class is: 83. (5) Reactant: [NH2:1][C@@H:2]([C:13]1[N:14]([S:21]([C:24]2[CH:30]=[CH:29][C:27]([CH3:28])=[CH:26][CH:25]=2)(=[O:23])=[O:22])[CH:15]=[CH:16][C:17]=1[C:18]([OH:20])=O)[CH2:3][CH2:4][O:5][CH2:6][C:7]1[CH:12]=[CH:11][CH:10]=[CH:9][CH:8]=1.C(O)(C(F)(F)F)=O.CCN(C(C)C)C(C)C.CCCP1(OP(CCC)(=O)OP(CCC)(=O)O1)=O. Product: [CH2:6]([O:5][CH2:4][CH2:3][C@@H:2]1[C:13]2[N:14]([S:21]([C:24]3[CH:30]=[CH:29][C:27]([CH3:28])=[CH:26][CH:25]=3)(=[O:22])=[O:23])[CH:15]=[CH:16][C:17]=2[C:18](=[O:20])[NH:1]1)[C:7]1[CH:8]=[CH:9][CH:10]=[CH:11][CH:12]=1. The catalyst class is: 25. (6) Reactant: [CH2:1]([N:8]1[CH:12]=[N:11][N:10]=[N:9]1)[C:2]1[CH:7]=[CH:6][CH:5]=[CH:4][CH:3]=1.[OH-].[Na+].[I:15]I. Product: [CH2:1]([N:8]1[C:12]([I:15])=[N:11][N:10]=[N:9]1)[C:2]1[CH:3]=[CH:4][CH:5]=[CH:6][CH:7]=1. The catalyst class is: 392. (7) Reactant: [F:1][C:2]1[C:10]([O:11]C)=[CH:9][CH:8]=[C:7]([CH3:13])[C:3]=1[C:4]([OH:6])=[O:5].B(Br)(Br)Br. Product: [F:1][C:2]1[C:10]([OH:11])=[CH:9][CH:8]=[C:7]([CH3:13])[C:3]=1[C:4]([OH:6])=[O:5]. The catalyst class is: 2. (8) Reactant: [CH3:1][C:2]1[CH:3]=[CH:4][C:5]([S:9][C:10]2[CH:11]=[CH:12][CH:13]=[CH:14][C:15]=2[N:16]2[CH2:21][CH2:20][NH:19][CH2:18][CH2:17]2)=[C:6]([CH3:8])[CH:7]=1.[O:22]=[C:23]([CH2:27][CH2:28][C:29]([OH:31])=[O:30])[C:24]([OH:26])=[O:25]. Product: [CH3:1][C:2]1[CH:3]=[CH:4][C:5]([S:9][C:10]2[CH:11]=[CH:12][CH:13]=[CH:14][C:15]=2[N:16]2[CH2:17][CH2:18][NH:19][CH2:20][CH2:21]2)=[C:6]([CH3:8])[CH:7]=1.[O:22]=[C:23]([CH2:27][CH2:28][C:29]([O-:31])=[O:30])[C:24]([O-:26])=[O:25]. The catalyst class is: 21.